Predict which catalyst facilitates the given reaction. From a dataset of Catalyst prediction with 721,799 reactions and 888 catalyst types from USPTO. (1) Reactant: CC[C@@H]1[C@@H]2C[C@H]([C@@H](OC3C4C(=CC=CC=4)C(O[C@@H](C4C=CN=C5C=4C=C(OC)C=C5)[C@@H]4N5C[C@H](CC)[C@@H](CC5)C4)=NN=3)C3C=CN=C4C=3C=C([O:22]C)C=C4)N(CC2)C1.CC(O)(C)C.[Br:64][C:65]1[CH:70]=[CH:69][C:68]([C:71]([CH:73]([F:75])[F:74])=[CH2:72])=[CH:67][CH:66]=1.S([O-])([O-])=O.[Na+].[Na+].[OH2:82]. Product: [Br:64][C:65]1[CH:66]=[CH:67][C:68]([C@:71]([OH:22])([CH:73]([F:74])[F:75])[CH2:72][OH:82])=[CH:69][CH:70]=1. The catalyst class is: 13. (2) Reactant: B.[CH2:2]=[C:3]1[CH2:9][O:8][CH2:7][CH2:6][N:5]([C:10]([O:12][C:13]([CH3:16])([CH3:15])[CH3:14])=[O:11])[CH2:4]1.[OH-:17].[Na+].OO. Product: [OH:17][CH2:2][CH:3]1[CH2:9][O:8][CH2:7][CH2:6][N:5]([C:10]([O:12][C:13]([CH3:16])([CH3:15])[CH3:14])=[O:11])[CH2:4]1. The catalyst class is: 134.